From a dataset of Full USPTO retrosynthesis dataset with 1.9M reactions from patents (1976-2016). Predict the reactants needed to synthesize the given product. (1) Given the product [I:1][C:2]1[C:3]([C:12]([O:14][CH3:20])=[O:13])=[CH:4][C:5]2[C:10]([CH:11]=1)=[CH:9][CH:8]=[CH:7][CH:6]=2, predict the reactants needed to synthesize it. The reactants are: [I:1][C:2]1[C:3]([C:12]([OH:14])=[O:13])=[CH:4][C:5]2[C:10]([CH:11]=1)=[CH:9][CH:8]=[CH:7][CH:6]=2.OS(O)(=O)=O.[C:20]([O-])(O)=O.[Na+]. (2) Given the product [CH3:30][O:31][C:32]1[CH:33]=[C:34]([NH:35][C:2]2[C:3]3[NH:20][N:19]=[CH:18][C:4]=3[N:5]=[C:6]([C:8]3[N:12]([CH3:13])[C:11]4[CH:14]=[CH:15][CH:16]=[CH:17][C:10]=4[N:9]=3)[N:7]=2)[CH:36]=[CH:37][C:38]=1[O:39][CH3:40], predict the reactants needed to synthesize it. The reactants are: Cl[C:2]1[C:3]2[C:4](=[CH:18][N:19](CC3C=CC(OC)=CC=3)[N:20]=2)[N:5]=[C:6]([C:8]2[N:12]([CH3:13])[C:11]3[CH:14]=[CH:15][CH:16]=[CH:17][C:10]=3[N:9]=2)[N:7]=1.[CH3:30][O:31][C:32]1[CH:33]=[C:34]([CH:36]=[CH:37][C:38]=1[O:39][CH3:40])[NH2:35].Cl. (3) Given the product [O:30]1[C:26]([C:14]2[N:15]=[CH:16][C:11]([C:9]([OH:8])=[O:10])=[N:12][CH:13]=2)=[CH:27][N:28]=[CH:29]1, predict the reactants needed to synthesize it. The reactants are: C([O-])([O-])=O.[Na+].[Na+].C[O:8][C:9]([C:11]1[CH:16]=[N:15][C:14](Cl)=[CH:13][N:12]=1)=[O:10].CC1(C)C(C)(C)OB([C:26]2[O:30][C:29]([Si](C(C)C)(C(C)C)C(C)C)=[N:28][CH:27]=2)O1. (4) Given the product [Cl-:44].[C:21]([O:20][C@H:14]1[C@H:15]([CH3:19])[O:16][C:17](=[O:18])[C@@H:9]([NH3+:8])[CH2:10][O:11][CH2:12][C@@H:13]1[CH2:26][C:27]1[C:36]2[C:31](=[CH:32][CH:33]=[CH:34][CH:35]=2)[CH:30]=[CH:29][CH:28]=1)(=[O:25])[CH:22]([CH3:24])[CH3:23], predict the reactants needed to synthesize it. The reactants are: C(OC([N:8](C(OC(C)(C)C)=O)[C@@H:9]1[C:17](=[O:18])[O:16][C@@H:15]([CH3:19])[C@H:14]([O:20][C:21](=[O:25])[CH:22]([CH3:24])[CH3:23])[C@@H:13]([CH2:26][C:27]2[C:36]3[C:31](=[CH:32][CH:33]=[CH:34][CH:35]=3)[CH:30]=[CH:29][CH:28]=2)[CH2:12][O:11][CH2:10]1)=O)(C)(C)C.[ClH:44].O1CCOCC1.